Dataset: Peptide-MHC class II binding affinity with 134,281 pairs from IEDB. Task: Regression. Given a peptide amino acid sequence and an MHC pseudo amino acid sequence, predict their binding affinity value. This is MHC class II binding data. (1) The MHC is HLA-DPA10201-DPB10501 with pseudo-sequence HLA-DPA10201-DPB10501. The peptide sequence is LIDDVLAILPLDDLK. The binding affinity (normalized) is 0.374. (2) The binding affinity (normalized) is 0.842. The peptide sequence is DMTYRRLISMMGFKM. The MHC is DRB1_1101 with pseudo-sequence DRB1_1101. (3) The peptide sequence is CDERVSSDQSALSEF. The MHC is DRB3_0301 with pseudo-sequence DRB3_0301. The binding affinity (normalized) is 0.283. (4) The peptide sequence is QGSVQPQQLPQFEEIRNLAL. The MHC is DRB1_1101 with pseudo-sequence DRB1_1101. The binding affinity (normalized) is 0.335. (5) The peptide sequence is TNTPTKWDNSFLEI. The MHC is DRB1_0301 with pseudo-sequence DRB1_0301. The binding affinity (normalized) is 0.154.